Dataset: Reaction yield outcomes from USPTO patents with 853,638 reactions. Task: Predict the reaction yield, written as a fraction of the theoretical maximum amount of product (1.0 means a 100% yield; for example, 0.34 means a 34% yield). (1) The reactants are [C:1](Cl)(=[O:6])[C:2]([CH3:5])([CH3:4])[CH3:3].[Br:8][C:9]1[CH:10]=[CH:11][C:12]([NH2:15])=[N:13][CH:14]=1.CCN(CC)CC.O. The catalyst is C(Cl)Cl. The product is [Br:8][C:9]1[CH:10]=[CH:11][C:12]([NH:15][C:1](=[O:6])[C:2]([CH3:5])([CH3:4])[CH3:3])=[N:13][CH:14]=1. The yield is 0.870. (2) The reactants are O[CH2:2][CH2:3][N:4]1[CH2:9][CH2:8][N:7]([C:10]([O:12][C:13]([CH3:16])([CH3:15])[CH3:14])=[O:11])[CH2:6][CH2:5]1.C1C=CC(P(C2C=CC=CC=2)C2C=CC=CC=2)=CC=1.N1C=NCC=1.[I:41]I. The catalyst is CCOCC.C(#N)C. The product is [I:41][CH2:2][CH2:3][N:4]1[CH2:9][CH2:8][N:7]([C:10]([O:12][C:13]([CH3:16])([CH3:15])[CH3:14])=[O:11])[CH2:6][CH2:5]1. The yield is 0.340. (3) The product is [Br:1][C:2]1[CH:7]=[C:6]([O:8][CH2:10][CH:11]2[CH2:13][CH2:12]2)[CH:5]=[CH:4][N:3]=1. The catalyst is CN(C=O)C. The yield is 0.690. The reactants are [Br:1][C:2]1[CH:7]=[C:6]([OH:8])[CH:5]=[CH:4][N:3]=1.Br[CH2:10][CH:11]1[CH2:13][CH2:12]1.C(=O)([O-])[O-].[Cs+].[Cs+]. (4) The reactants are C[N:2](C)/[CH:3]=[CH:4]/[C:5]([C:7]1[C:12](=[O:13])[CH:11]=[CH:10][N:9]([C:14]2[CH:19]=[CH:18][CH:17]=[CH:16][CH:15]=2)[N:8]=1)=O.[F:21][C:22]([F:32])([F:31])[C:23]1[CH:24]=[C:25]([NH:29]N)[CH:26]=[CH:27][CH:28]=1. No catalyst specified. The product is [C:14]1([N:9]2[CH:10]=[CH:11][C:12](=[O:13])[C:7]([C:5]3[N:29]([C:25]4[CH:26]=[CH:27][CH:28]=[C:23]([C:22]([F:21])([F:31])[F:32])[CH:24]=4)[N:2]=[CH:3][CH:4]=3)=[N:8]2)[CH:19]=[CH:18][CH:17]=[CH:16][CH:15]=1. The yield is 0.580. (5) The reactants are [Br-].[C:2]([CH2:5][CH2:6][CH2:7][P+](C1C=CC=CC=1)(C1C=CC=CC=1)C1C=CC=CC=1)([OH:4])=[O:3].CC([O-])(C)C.[K+].[Br:33][C:34]1[CH:41]=[CH:40][C:37]([CH:38]=O)=[CH:36][C:35]=1[F:42]. The catalyst is CS(C)=O. The product is [Br:33][C:34]1[CH:41]=[CH:40][C:37](/[CH:38]=[CH:7]/[CH2:6][CH2:5][C:2]([OH:4])=[O:3])=[CH:36][C:35]=1[F:42]. The yield is 0.400. (6) The reactants are [OH:1][C:2]1[CH:3]=[C:4]([CH:9]=[C:10]([O:13][CH3:14])[C:11]=1[OH:12])[C:5]([O:7][CH3:8])=[O:6].[C:15]([O-])([O-])=O.[K+].[K+]. The catalyst is CC(C)=O. The product is [CH3:14][O:13][C:10]1[C:11]2[O:12][CH2:15][O:1][C:2]=2[CH:3]=[C:4]([C:5]([O:7][CH3:8])=[O:6])[CH:9]=1. The yield is 0.800. (7) The reactants are [Cl:1][C:2]1[CH:3]=[C:4]([C:8]2[CH:9]=[C:10]([CH2:16][C:17]3[CH:18]=[N:19][C:20]([O:23][CH2:24][C:25]([O:27]C)=O)=[N:21][CH:22]=3)[CH:11]=[N:12][C:13]=2[O:14][CH3:15])[CH:5]=[CH:6][CH:7]=1.C(OC)(=O)CO.[H-].[Na+].ClC1N=CC(CC2C=NC(OC)=C(C3C=CC=C(Cl)C=3)C=2)=C[N:39]=1.[NH4+].[Cl-]. The catalyst is C1(C)C=CC=CC=1. The product is [Cl:1][C:2]1[CH:3]=[C:4]([C:8]2[CH:9]=[C:10]([CH2:16][C:17]3[CH:22]=[N:21][C:20]([O:23][CH2:24][C:25]([NH2:39])=[O:27])=[N:19][CH:18]=3)[CH:11]=[N:12][C:13]=2[O:14][CH3:15])[CH:5]=[CH:6][CH:7]=1. The yield is 0.950.